Dataset: Reaction yield outcomes from USPTO patents with 853,638 reactions. Task: Predict the reaction yield, written as a fraction of the theoretical maximum amount of product (1.0 means a 100% yield; for example, 0.34 means a 34% yield). The reactants are [CH3:1][O:2][C:3]([C:5]1[CH:10]=[CH:9][N:8]=[C:7](Cl)[N:6]=1)=[O:4].[CH2:12]([O:19][C:20]1[CH:25]=[CH:24][C:23]([Cl:26])=[CH:22][C:21]=1[C:27]1[CH2:31][CH2:30][CH2:29][C:28]=1B(O)O)[C:13]1[CH:18]=[CH:17][CH:16]=[CH:15][CH:14]=1.[C:35](=O)([O-])[O-].[K+].[K+].C1(C)C=CC=CC=1.C(O)C. The catalyst is C(OCC)C.O.C1C=CC([P]([Pd]([P](C2C=CC=CC=2)(C2C=CC=CC=2)C2C=CC=CC=2)([P](C2C=CC=CC=2)(C2C=CC=CC=2)C2C=CC=CC=2)[P](C2C=CC=CC=2)(C2C=CC=CC=2)C2C=CC=CC=2)(C2C=CC=CC=2)C2C=CC=CC=2)=CC=1. The product is [CH2:1]([O:2][C:3]([C:5]1[CH:10]=[CH:9][N:8]=[C:7]([C:28]2[CH2:29][CH2:30][CH2:31][C:27]=2[C:21]2[CH:22]=[C:23]([Cl:26])[CH:24]=[CH:25][C:20]=2[O:19][CH2:12][C:13]2[CH:18]=[CH:17][CH:16]=[CH:15][CH:14]=2)[N:6]=1)=[O:4])[CH3:35]. The yield is 0.380.